Dataset: Forward reaction prediction with 1.9M reactions from USPTO patents (1976-2016). Task: Predict the product of the given reaction. Given the reactants [CH:1]1([C:4](=O)[CH:5]([CH3:13])[C:6](=O)[C:7]([O:9][CH2:10][CH3:11])=[O:8])[CH2:3][CH2:2]1.[C:15]([O:19][C:20]([CH3:23])([CH3:22])[CH3:21])(=[O:18])[NH:16][NH2:17], predict the reaction product. The product is: [CH:1]1([C:4]2[N:16]([C:15]([O:19][C:20]([CH3:23])([CH3:22])[CH3:21])=[O:18])[N:17]=[C:6]([C:7]([O:9][CH2:10][CH3:11])=[O:8])[C:5]=2[CH3:13])[CH2:3][CH2:2]1.[CH:1]1([C:4]2[C:5]([CH3:13])=[C:6]([C:7]([O:9][CH2:10][CH3:11])=[O:8])[N:16]([C:15]([O:19][C:20]([CH3:23])([CH3:22])[CH3:21])=[O:18])[N:17]=2)[CH2:3][CH2:2]1.